From a dataset of hERG Central: cardiac toxicity at 1µM, 10µM, and general inhibition. Predict hERG channel inhibition at various concentrations. The compound is Cc1ccc(C(CNS(=O)(=O)c2ccc(Br)cc2)N2CCN(C)CC2)cc1. Results: hERG_inhib (hERG inhibition (general)): blocker.